Dataset: Reaction yield outcomes from USPTO patents with 853,638 reactions. Task: Predict the reaction yield, written as a fraction of the theoretical maximum amount of product (1.0 means a 100% yield; for example, 0.34 means a 34% yield). (1) The reactants are [CH3:1][O:2][C:3]1[CH:8]=[C:7]([N:9]2[CH2:14][CH2:13][N:12]([CH3:15])[CH2:11][CH2:10]2)[C:6]([N+:16]([O-:18])=[O:17])=[CH:5][C:4]=1[NH:19]C(=O)OC(C)(C)C.C(O)(C(F)(F)F)=O. The catalyst is C(Cl)Cl. The product is [CH3:1][O:2][C:3]1[CH:8]=[C:7]([N:9]2[CH2:14][CH2:13][N:12]([CH3:15])[CH2:11][CH2:10]2)[C:6]([N+:16]([O-:18])=[O:17])=[CH:5][C:4]=1[NH2:19]. The yield is 0.590. (2) The reactants are [C:1]([O:5][C:6]([N:8]1[CH2:13][CH2:12][C:11]([C:17]2[CH:22]=[CH:21][C:20]([Cl:23])=[CH:19][CH:18]=2)([C:14]([OH:16])=[O:15])[CH2:10][CH2:9]1)=[O:7])([CH3:4])([CH3:3])[CH3:2].[CH:24]1C=CC=CC=1.C[Si](C=[N+]=[N-])(C)C. The catalyst is CO. The product is [CH3:24][O:15][C:14]([C:11]1([C:17]2[CH:22]=[CH:21][C:20]([Cl:23])=[CH:19][CH:18]=2)[CH2:10][CH2:9][N:8]([C:6]([O:5][C:1]([CH3:4])([CH3:2])[CH3:3])=[O:7])[CH2:13][CH2:12]1)=[O:16]. The yield is 0.880. (3) The reactants are [H-].[Li+].C(S)CC.C[O:8][C:9]1[CH:26]=[C:25]2[C:12]([C@@:13]3([CH3:30])[C@H:22]([CH2:23][S:24]2)[C@:21]2([CH3:27])[C@H:16]([C:17]([CH3:29])([CH3:28])[CH2:18][CH2:19][CH2:20]2)[CH2:15][CH2:14]3)=[C:11]([C:31]#[N:32])[CH:10]=1. The catalyst is CN(P(N(C)C)(N(C)C)=O)C. The product is [OH:8][C:9]1[CH:26]=[C:25]2[C:12]([C@@:13]3([CH3:30])[C@H:22]([CH2:23][S:24]2)[C@:21]2([CH3:27])[C@H:16]([C:17]([CH3:28])([CH3:29])[CH2:18][CH2:19][CH2:20]2)[CH2:15][CH2:14]3)=[C:11]([C:31]#[N:32])[CH:10]=1. The yield is 0.620. (4) The reactants are [Na].[CH2:2]([C:5]([CH3:7])=[O:6])[CH2:3][CH3:4].[C:8]([O:15][CH2:16][CH3:17])(=[O:14])[C:9]([O:11]CC)=O. The catalyst is C(O)C. The product is [O:11]=[C:9]([CH2:7][C:5](=[O:6])[CH2:2][CH2:3][CH3:4])[C:8]([O:15][CH2:16][CH3:17])=[O:14]. The yield is 0.645. (5) The reactants are [N:1]1[CH:6]=[CH:5][C:4]([NH:7][C:8](=[O:13])[C:9]([CH3:12])([CH3:11])[CH3:10])=[CH:3][CH:2]=1.[Li]CCCC.[CH:19]([N:22]([CH:36]([CH3:38])[CH3:37])[C:23](=[S:35])[S:24][S:24][C:23](=[S:35])[N:22]([CH:36]([CH3:38])[CH3:37])[CH:19]([CH3:21])[CH3:20])([CH3:21])[CH3:20].O. The catalyst is C1COCC1.CCOC(C)=O. The product is [CH:19]([N:22]([CH:36]([CH3:38])[CH3:37])[C:23]([S:35][C:3]1[CH:2]=[N:1][CH:6]=[CH:5][C:4]=1[NH:7][C:8](=[O:13])[C:9]([CH3:10])([CH3:12])[CH3:11])=[S:24])([CH3:21])[CH3:20]. The yield is 0.500. (6) The reactants are [Cl:1][C:2]1[CH:11]=[C:10](Cl)[C:9]2[C:4](=[CH:5][CH:6]=[C:7]([O:13][CH3:14])[CH:8]=2)[N:3]=1.CO.[NH3:17]. No catalyst specified. The product is [Cl:1][C:2]1[CH:11]=[C:10]([NH2:17])[C:9]2[C:4](=[CH:5][CH:6]=[C:7]([O:13][CH3:14])[CH:8]=2)[N:3]=1. The yield is 0.550. (7) The reactants are C([Li])CCC.[S:6]1[CH:10]=[CH:9][N:8]=[C:7]1[NH:11][C:12](=[O:15])[O:13][CH3:14].[CH2:16]1[O:26][C:19]2([CH2:24][CH2:23][C:22](=[O:25])[CH2:21][CH2:20]2)[O:18][CH2:17]1.O. The catalyst is C1COCC1.CCOC(C)=O. The product is [OH:25][C:22]1([C:10]2[S:6][C:7]([NH:11][C:12](=[O:15])[O:13][CH3:14])=[N:8][CH:9]=2)[CH2:23][CH2:24][C:19]2([O:18][CH2:17][CH2:16][O:26]2)[CH2:20][CH2:21]1. The yield is 0.510.